From a dataset of Forward reaction prediction with 1.9M reactions from USPTO patents (1976-2016). Predict the product of the given reaction. Given the reactants Br[C:2]1[C:3]([NH2:22])=[N:4][CH:5]=[C:6]([C:8]2[CH:13]=[CH:12][C:11]([O:14][Si:15]([C:18]([CH3:21])([CH3:20])[CH3:19])([CH3:17])[CH3:16])=[CH:10][CH:9]=2)[N:7]=1.C([Sn](CCCC)(CCCC)[C:28]1[S:29][CH:30]=[CH:31][CH:32]=1)CCC.[F-].[K+], predict the reaction product. The product is: [Si:15]([O:14][C:11]1[CH:12]=[CH:13][C:8]([C:6]2[N:7]=[C:2]([C:28]3[S:29][CH:30]=[CH:31][CH:32]=3)[C:3]([NH2:22])=[N:4][CH:5]=2)=[CH:9][CH:10]=1)([C:18]([CH3:21])([CH3:20])[CH3:19])([CH3:17])[CH3:16].